This data is from Retrosynthesis with 50K atom-mapped reactions and 10 reaction types from USPTO. The task is: Predict the reactants needed to synthesize the given product. (1) Given the product CCNC(=O)Oc1cnn(C(C)(C)C)c1, predict the reactants needed to synthesize it. The reactants are: CC(C)(C)n1cc(O)cn1.CCNC(=O)F. (2) Given the product CCC(CC)N1C(=O)[C@@](C)(CC(O)C(=O)NCc2ccc(OC)cc2OC)C[C@H](c2cccc(Cl)c2)[C@H]1c1ccc(Cl)cc1, predict the reactants needed to synthesize it. The reactants are: CCC(CC)N1C(=O)[C@@](C)(CC(O)C(=O)O)C[C@H](c2cccc(Cl)c2)[C@H]1c1ccc(Cl)cc1.COc1ccc(CN)c(OC)c1. (3) The reactants are: CCOc1ccc(F)c(-c2cc(C)nc(C3=N[C@]4(CC3)CCN(C)C4=O)n2)c1. Given the product CCOc1ccc(F)c(-c2cc(C)nc([C@@H]3CC[C@]4(CCN(C)C4=O)N3)n2)c1, predict the reactants needed to synthesize it. (4) Given the product CCOC(=O)c1nc(N)sc1Cc1cccc(SC)c1, predict the reactants needed to synthesize it. The reactants are: CCOC(=O)C(=O)C(Br)Cc1cccc(SC)c1.NC(N)=S.